Dataset: Full USPTO retrosynthesis dataset with 1.9M reactions from patents (1976-2016). Task: Predict the reactants needed to synthesize the given product. (1) The reactants are: Br[C:2]1[CH:7]=[CH:6][CH:5]=[C:4]([Si:8]([CH3:11])([CH3:10])[CH3:9])[CH:3]=1.[Li]CCCC.CN([CH:20]=[O:21])C.Cl. Given the product [CH3:9][Si:8]([CH3:11])([CH3:10])[C:4]1[CH:3]=[C:2]([CH:7]=[CH:6][CH:5]=1)[CH:20]=[O:21], predict the reactants needed to synthesize it. (2) Given the product [C:27]1([CH3:36])[CH:32]=[CH:31][CH:30]=[C:29]([C:9]2[CH:10]=[CH:11][C:12]3[O:16][C:15]([N:17]4[CH:23]5[CH2:24][CH2:25][N:20]([CH2:21][CH2:22]5)[CH2:19][CH2:18]4)=[N:14][C:13]=3[CH:26]=2)[CH:28]=1, predict the reactants needed to synthesize it. The reactants are: CCN(CC)CC.Br[C:9]1[CH:10]=[CH:11][C:12]2[O:16][C:15]([N:17]3[CH:23]4[CH2:24][CH2:25][N:20]([CH2:21][CH2:22]4)[CH2:19][CH2:18]3)=[N:14][C:13]=2[CH:26]=1.[C:27]1([CH3:36])[CH:32]=[CH:31][CH:30]=[C:29](B(O)O)[CH:28]=1.[F-].[Cs+]. (3) The reactants are: Br[C:2]1[C:7]([CH3:8])=[CH:6][C:5]([Br:9])=[CH:4][N:3]=1.[CH3:10][O:11][C:12]1[CH:13]=[C:14](B(O)O)[CH:15]=[CH:16][CH:17]=1. Given the product [Br:9][C:5]1[CH:6]=[C:7]([CH3:8])[C:2]([C:16]2[CH:15]=[CH:14][CH:13]=[C:12]([O:11][CH3:10])[CH:17]=2)=[N:3][CH:4]=1, predict the reactants needed to synthesize it. (4) Given the product [CH2:10]1[C@H:11]2[N:16]([CH2:15][CH2:14][CH2:13][CH2:12]2)[C@H:8]([C:5]2[CH:6]=[CH:7][C:2]([NH:1][C:27](=[O:28])[CH:26]=[CH2:25])=[CH:3][CH:4]=2)[CH2:9]1, predict the reactants needed to synthesize it. The reactants are: [NH2:1][C:2]1[CH:7]=[CH:6][C:5]([C@H:8]2[N:16]3[C@@H:11]([CH2:12][CH2:13][CH2:14][CH2:15]3)[CH2:10][CH2:9]2)=[CH:4][CH:3]=1.C(N(CC)CC)C.Cl[CH2:25][CH2:26][C:27](Cl)=[O:28].[Cl-].[NH4+]. (5) Given the product [Cl:24][C:25]1[CH:26]=[C:27]([C:31]([C:13]2[CH:14]=[C:15]([CH:19]3[O:23][CH2:22][CH2:21][O:20]3)[S:16][C:17]=2[CH3:18])([OH:33])[CH3:32])[CH:28]=[CH:29][CH:30]=1, predict the reactants needed to synthesize it. The reactants are: [Li]CCCC.CCCCCC.Br[C:13]1[CH:14]=[C:15]([CH:19]2[O:23][CH2:22][CH2:21][O:20]2)[S:16][C:17]=1[CH3:18].[Cl:24][C:25]1[CH:26]=[C:27]([C:31](=[O:33])[CH3:32])[CH:28]=[CH:29][CH:30]=1.